This data is from Full USPTO retrosynthesis dataset with 1.9M reactions from patents (1976-2016). The task is: Predict the reactants needed to synthesize the given product. The reactants are: [CH2:1]([C:8]1([C:13]2[CH:14]=[C:15]([CH:29]=[CH:30][CH:31]=2)[O:16][CH2:17][CH2:18][NH:19][S:20]([C:23]2[N:24]=[CH:25][N:26]([CH3:28])[CH:27]=2)(=[O:22])=[O:21])[CH2:12][CH2:11][NH:10][CH2:9]1)[C:2]1[CH:7]=[CH:6][CH:5]=[CH:4][CH:3]=1.[CH3:32][C:33]([CH3:35])=O.[O-]S([O-])(=O)=O.[Na+].[Na+].C(O[BH-](OC(=O)C)OC(=O)C)(=O)C.[Na+].C([O-])(O)=O.[Na+]. Given the product [CH2:1]([C:8]1([C:13]2[CH:14]=[C:15]([CH:29]=[CH:30][CH:31]=2)[O:16][CH2:17][CH2:18][NH:19][S:20]([C:23]2[N:24]=[CH:25][N:26]([CH3:28])[CH:27]=2)(=[O:22])=[O:21])[CH2:12][CH2:11][N:10]([CH:33]([CH3:35])[CH3:32])[CH2:9]1)[C:2]1[CH:7]=[CH:6][CH:5]=[CH:4][CH:3]=1, predict the reactants needed to synthesize it.